From a dataset of Forward reaction prediction with 1.9M reactions from USPTO patents (1976-2016). Predict the product of the given reaction. (1) Given the reactants [CH3:1][N:2]1[CH:7]=[C:6]([N+:8]([O-])=O)[CH:5]=[C:4]([CH3:11])[C:3]1=[O:12], predict the reaction product. The product is: [NH2:8][C:6]1[CH:5]=[C:4]([CH3:11])[C:3](=[O:12])[N:2]([CH3:1])[CH:7]=1. (2) Given the reactants Br[C:2]1[N:22]([S:23]([C:26]2[CH:31]=[CH:30][CH:29]=[CH:28][CH:27]=2)(=[O:25])=[O:24])[C:5]2=[N:6][CH:7]=[C:8]([CH2:10][CH2:11][C:12]3[CH:17]=[C:16]([O:18][CH3:19])[CH:15]=[C:14]([O:20][CH3:21])[CH:13]=3)[N:9]=[C:4]2[CH:3]=1.ClCCl.C([O:39][C:40](=[O:56])[CH2:41][N:42]1[CH:46]=[C:45](B2OC(C)(C)C(C)(C)O2)[CH:44]=[N:43]1)(C)(C)C.P([O-])([O-])([O-])=O.[K+].[K+].[K+], predict the reaction product. The product is: [CH3:21][O:20][C:14]1[CH:13]=[C:12]([CH2:11][CH2:10][C:8]2[N:9]=[C:4]3[CH:3]=[C:2]([C:45]4[CH:44]=[N:43][N:42]([CH2:41][C:40]([OH:56])=[O:39])[CH:46]=4)[N:22]([S:23]([C:26]4[CH:31]=[CH:30][CH:29]=[CH:28][CH:27]=4)(=[O:25])=[O:24])[C:5]3=[N:6][CH:7]=2)[CH:17]=[C:16]([O:18][CH3:19])[CH:15]=1. (3) Given the reactants [NH2:1][C:2]1[CH:15]=[CH:14][C:13]([CH:16]=[CH2:17])=[CH:12][C:3]=1[C:4]([C:6]1[CH:11]=[CH:10][CH:9]=[CH:8][CH:7]=1)=O.[CH3:18][C:19]1[CH:23]=[C:22]([CH2:24][C:25](Cl)=[O:26])[O:21][N:20]=1.C(N(CC)CC)C, predict the reaction product. The product is: [CH3:18][C:19]1[CH:23]=[C:22]([C:24]2[C:25](=[O:26])[NH:1][C:2]3[C:3]([C:4]=2[C:6]2[CH:11]=[CH:10][CH:9]=[CH:8][CH:7]=2)=[CH:12][C:13]([CH:16]=[CH2:17])=[CH:14][CH:15]=3)[O:21][N:20]=1. (4) Given the reactants C([O:4][CH2:5][C@@H:6]([N:12]([CH3:35])[C:13]([C:15]1[CH:16]=[C:17]2[C:25](=[CH:26][CH:27]=1)[N:24]([CH3:28])[C:23]1[CH2:22][CH2:21][CH:20]([CH:29]3[CH2:34][CH2:33][O:32][CH2:31][CH2:30]3)[CH2:19][C:18]2=1)=[O:14])[CH2:7][CH2:8][C:9](O)=[O:10])(=O)C.Cl.[F:37][CH2:38][CH2:39][NH2:40].F[P-](F)(F)(F)(F)F.N1(OC(N(C)C)=[N+](C)C)C2N=CC=CC=2N=N1.C(N(CC)C(C)C)(C)C.C[O-].[Na+], predict the reaction product. The product is: [F:37][CH2:38][CH2:39][NH:40][C:9](=[O:10])[CH2:8][CH2:7][C@H:6]([N:12]([CH3:35])[C:13]([C:15]1[CH:16]=[C:17]2[C:25](=[CH:26][CH:27]=1)[N:24]([CH3:28])[C:23]1[CH2:22][CH2:21][C@@H:20]([CH:29]3[CH2:30][CH2:31][O:32][CH2:33][CH2:34]3)[CH2:19][C:18]2=1)=[O:14])[CH2:5][OH:4]. (5) Given the reactants [OH:1][C:2]1[CH:11]=[CH:10][C:9]2[C:4](=[CH:5][CH:6]=[CH:7][CH:8]=2)[C:3]=1[CH:12]=O.Br[CH2:15][C:16]([O:18]CC)=[O:17].ClCC(OCC)=O, predict the reaction product. The product is: [CH:12]1[C:3]2[C:4]3[C:9](=[CH:8][CH:7]=[CH:6][CH:5]=3)[CH:10]=[CH:11][C:2]=2[O:1][C:15]=1[C:16]([OH:18])=[O:17]. (6) Given the reactants Cl[C:2]1[CH:7]=[C:6]([I:8])[CH:5]=[CH:4][N:3]=1.[NH2:9][NH2:10], predict the reaction product. The product is: [NH:9]([C:2]1[CH:7]=[C:6]([I:8])[CH:5]=[CH:4][N:3]=1)[NH2:10].